Dataset: Full USPTO retrosynthesis dataset with 1.9M reactions from patents (1976-2016). Task: Predict the reactants needed to synthesize the given product. (1) The reactants are: [CH2:1]([Li])CCC.O=[C:7]([CH3:15])[CH2:8][CH2:9][CH2:10][CH2:11][C:12]([OH:14])=[O:13].O.Cl. Given the product [CH3:1][C:7](=[CH2:15])[CH2:8][CH2:9][CH2:10][CH2:11][C:12]([OH:14])=[O:13], predict the reactants needed to synthesize it. (2) Given the product [Cl:1][C:2]1[CH:3]=[CH:4][C:5]([C:6]([NH:8][CH:9]([CH2:13][C:14]2[C:23]3[C:18](=[CH:19][CH:20]=[CH:21][CH:22]=3)[NH:17][C:16](=[O:24])[CH:15]=2)[C:10]([S:11][CH2:27][CH2:28][C:29]2[CH:34]=[CH:33][CH:32]=[CH:31][CH:30]=2)=[O:12])=[O:7])=[CH:25][CH:26]=1, predict the reactants needed to synthesize it. The reactants are: [Cl:1][C:2]1[CH:26]=[CH:25][C:5]([C:6]([NH:8][CH:9]([CH2:13][C:14]2[C:23]3[C:18](=[CH:19][CH:20]=[CH:21][CH:22]=3)[NH:17][C:16](=[O:24])[CH:15]=2)[C:10]([OH:12])=[S:11])=[O:7])=[CH:4][CH:3]=1.[CH2:27](Br)[CH2:28][C:29]1[CH:34]=[CH:33][CH:32]=[CH:31][CH:30]=1.